Dataset: Forward reaction prediction with 1.9M reactions from USPTO patents (1976-2016). Task: Predict the product of the given reaction. (1) Given the reactants [CH3:1][C:2]1[CH:7]=[C:6]([F:8])[CH:5]=[CH:4][C:3]=1[OH:9].[Cl:10][CH2:11][C:12]([NH:14][CH2:15]O)=[O:13].S(=O)(=O)(O)O, predict the reaction product. The product is: [Cl:10][CH2:11][C:12]([NH:14][CH2:15][C:4]1[CH:5]=[C:6]([F:8])[CH:7]=[C:2]([CH3:1])[C:3]=1[OH:9])=[O:13]. (2) Given the reactants C(O[C:4]([C:6]1[N:7]=[CH:8][C:9]2[C:14]([C:15]=1[OH:16])=[CH:13][CH:12]=[C:11]([NH:17][C:18]([NH:20][C:21]1[CH:26]=[CH:25][CH:24]=[CH:23][CH:22]=1)=[O:19])[CH:10]=2)=[O:5])C.[NH2:27][CH2:28][C@@H:29]([C:31]([OH:33])=[O:32])[OH:30], predict the reaction product. The product is: [OH:30][C@@H:29]([CH2:28][NH:27][C:4]([C:6]1[N:7]=[CH:8][C:9]2[C:14]([C:15]=1[OH:16])=[CH:13][CH:12]=[C:11]([NH:17][C:18]([NH:20][C:21]1[CH:26]=[CH:25][CH:24]=[CH:23][CH:22]=1)=[O:19])[CH:10]=2)=[O:5])[C:31]([OH:33])=[O:32].